From a dataset of Catalyst prediction with 721,799 reactions and 888 catalyst types from USPTO. Predict which catalyst facilitates the given reaction. (1) Reactant: C([O:3][C:4](=[O:15])[CH2:5][C@@H:6]([CH2:11][N+:12]([O-:14])=[O:13])[CH2:7][CH:8]([CH3:10])[CH3:9])C.[OH-].[K+:17]. Product: [K+:17].[K+:17].[CH3:9][CH:8]([CH3:10])[CH2:7][C@H:6]([CH2:11][N+:12]([O-:14])=[O:13])[CH2:5][C:4]([O-:15])=[O:3].[CH3:9][CH:8]([CH3:10])[CH2:7][C@H:6]([CH2:11][N+:12]([O-:14])=[O:13])[CH2:5][C:4]([O-:15])=[O:3]. The catalyst class is: 6. (2) Reactant: [H-].[Al+3].[Li+].[H-].[H-].[H-].[NH:7]1[C:12](=O)[CH2:11][CH2:10][C@@H:9]2[C:14]3[CH:15]=[CH:16][CH:17]=[CH:18][C:19]=3[CH2:20][C@H:8]12.[OH-].[Na+].C(OCC)(=O)C. Product: [NH:7]1[CH2:12][CH2:11][CH2:10][C@@H:9]2[C:14]3[CH:15]=[CH:16][CH:17]=[CH:18][C:19]=3[CH2:20][C@H:8]12. The catalyst class is: 7. (3) Reactant: [CH3:1][N:2]1[CH2:7][CH2:6][N:5]([C:8]2[CH:13]=[CH:12][C:11]([CH2:14][NH2:15])=[CH:10][CH:9]=2)[CH2:4][CH2:3]1.[CH3:16][C:17]([O:20][C:21](O[C:21]([O:20][C:17]([CH3:19])([CH3:18])[CH3:16])=[O:22])=[O:22])([CH3:19])[CH3:18].[OH-].[Na+].O.CCOC(C)=O. Product: [CH3:1][N:2]1[CH2:7][CH2:6][N:5]([C:8]2[CH:13]=[CH:12][C:11]([CH2:14][NH:15][C:21](=[O:22])[O:20][C:17]([CH3:19])([CH3:18])[CH3:16])=[CH:10][CH:9]=2)[CH2:4][CH2:3]1. The catalyst class is: 1. (4) Reactant: [C:1]([NH:5][S:6]([C:9]1[C:10]([C:15]2[CH:20]=[CH:19][C:18]([NH2:21])=[C:17]([F:22])[CH:16]=2)=[CH:11][CH:12]=[CH:13][CH:14]=1)(=[O:8])=[O:7])([CH3:4])([CH3:3])[CH3:2].C(=O)(O)[O-].[Na+].[CH3:28][C:29](=[CH2:33])[C:30](Cl)=[O:31]. The catalyst class is: 13. Product: [C:1]([NH:5][S:6]([C:9]1[CH:14]=[CH:13][CH:12]=[CH:11][C:10]=1[C:15]1[CH:20]=[CH:19][C:18]([NH:21][C:30](=[O:31])[C:29]([CH3:33])=[CH2:28])=[C:17]([F:22])[CH:16]=1)(=[O:8])=[O:7])([CH3:4])([CH3:2])[CH3:3]. (5) Reactant: O[CH2:2][CH2:3][N:4]([S:14]([C:17]1[CH:22]=[CH:21][CH:20]=[C:19]([N+:23]([O-:25])=[O:24])[CH:18]=1)(=[O:16])=[O:15])[C:5]1[CH:13]=[CH:12][CH:11]=[CH:10][C:6]=1[C:7]([OH:9])=[O:8].O.C1(C)C=CC(S(O)(=O)=O)=CC=1.C(=O)(O)[O-].[Na+]. Product: [N+:23]([C:19]1[CH:18]=[C:17]([S:14]([N:4]2[C:5]3[CH:13]=[CH:12][CH:11]=[CH:10][C:6]=3[C:7](=[O:9])[O:8][CH2:2][CH2:3]2)(=[O:16])=[O:15])[CH:22]=[CH:21][CH:20]=1)([O-:25])=[O:24]. The catalyst class is: 11. (6) Reactant: [CH3:1][C:2]1[C:6]([C:7]2[CH:8]=[C:9]([C:18]([O:20][CH3:21])=[O:19])[C:10]3[N:14]([CH3:15])[C:13](=[O:16])[NH:12][C:11]=3[CH:17]=2)=[C:5]([CH3:22])[O:4][N:3]=1.[C:23](O[C:23]([O:25][C:26]([CH3:29])([CH3:28])[CH3:27])=[O:24])([O:25][C:26]([CH3:29])([CH3:28])[CH3:27])=[O:24].C(N(CC)CC)C.[Cl-].[NH4+]. Product: [CH3:1][C:2]1[C:6]([C:7]2[CH:8]=[C:9]([C:18]([O:20][CH3:21])=[O:19])[C:10]3[N:14]([CH3:15])[C:13](=[O:16])[N:12]([C:23]([O:25][C:26]([CH3:29])([CH3:28])[CH3:27])=[O:24])[C:11]=3[CH:17]=2)=[C:5]([CH3:22])[O:4][N:3]=1. The catalyst class is: 527.